This data is from Reaction yield outcomes from USPTO patents with 853,638 reactions. The task is: Predict the reaction yield, written as a fraction of the theoretical maximum amount of product (1.0 means a 100% yield; for example, 0.34 means a 34% yield). (1) The reactants are [Li]C(C)(C)C.I[C:7]1[C:8]2[CH:16]=[CH:15][C:14]([O:17][CH3:18])=[CH:13][C:9]=2[S:10][C:11]=1[CH3:12]. The catalyst is C1COCC1. The product is [CH3:18][O:17][C:14]1[CH:15]=[CH:16][C:8]2[CH:7]=[C:11]([CH3:12])[S:10][C:9]=2[CH:13]=1. The yield is 0.500. (2) The reactants are [C:1]1([CH:7]([C:13]2[CH:18]=[CH:17][CH:16]=[CH:15][CH:14]=2)[N:8]2[CH2:11][CH:10]([OH:12])[CH2:9]2)[CH:6]=[CH:5][CH:4]=[CH:3][CH:2]=1.CC([O-])(C)C.[K+].I[CH2:26][CH2:27][CH2:28][CH2:29][CH3:30]. The catalyst is C1COCC1.O. The product is [C:13]1([CH:7]([C:1]2[CH:2]=[CH:3][CH:4]=[CH:5][CH:6]=2)[N:8]2[CH2:11][CH:10]([O:12][CH2:26][CH2:27][CH2:28][CH2:29][CH3:30])[CH2:9]2)[CH:14]=[CH:15][CH:16]=[CH:17][CH:18]=1. The yield is 0.690. (3) The reactants are [Cl:1][C:2]1[C:6]([N:7]([CH2:19][CH3:20])[C:8](=[O:18])[CH2:9][CH2:10][S:11][CH2:12][CH2:13][C:14]([F:17])([F:16])[F:15])=[CH:5][N:4]([C:21]2[CH:22]=[N:23][CH:24]=[CH:25][CH:26]=2)[N:3]=1.[OH:27]O. The catalyst is FC(F)(F)C(O)C(F)(F)F. The product is [Cl:1][C:2]1[C:6]([N:7]([CH2:19][CH3:20])[C:8](=[O:18])[CH2:9][CH2:10][S:11]([CH2:12][CH2:13][C:14]([F:16])([F:15])[F:17])=[O:27])=[CH:5][N:4]([C:21]2[CH:22]=[N:23][CH:24]=[CH:25][CH:26]=2)[N:3]=1. The yield is 0.950. (4) The reactants are [CH3:1][S:2]([N:5]1[C:13]2[C:8](=[CH:9][C:10]([C:14](=[O:22])[C:15]3[CH:20]=[CH:19][C:18]([Cl:21])=[CH:17][CH:16]=3)=[CH:11][CH:12]=2)[CH:7]([C:23]2[CH:28]=[CH:27][CH:26]=[C:25]([Cl:29])[CH:24]=2)[CH2:6]1)(=[O:4])=[O:3].ClC1C(=O)C(C#N)=C(C#N)C(=O)C=1Cl. The catalyst is O1CCOCC1. The product is [CH3:1][S:2]([N:5]1[C:13]2[C:8](=[CH:9][C:10]([C:14](=[O:22])[C:15]3[CH:16]=[CH:17][C:18]([Cl:21])=[CH:19][CH:20]=3)=[CH:11][CH:12]=2)[C:7]([C:23]2[CH:28]=[CH:27][CH:26]=[C:25]([Cl:29])[CH:24]=2)=[CH:6]1)(=[O:3])=[O:4]. The yield is 0.560. (5) The reactants are O.NN.[Cl:4][C:5]1[CH:6]=[C:7]([CH:38]=[CH:39][C:40]=1[O:41][CH3:42])[CH2:8][N:9]1[C:14]([CH3:15])=[CH:13][C:12]([O:16][CH2:17][C:18]2[CH:35]=[CH:34][CH:33]=[CH:32][C:19]=2[CH2:20][N:21]2C(=O)C3C(=CC=CC=3)C2=O)=[C:11]([CH3:36])[C:10]1=[O:37]. The catalyst is CO. The product is [NH2:21][CH2:20][C:19]1[CH:32]=[CH:33][CH:34]=[CH:35][C:18]=1[CH2:17][O:16][C:12]1[CH:13]=[C:14]([CH3:15])[N:9]([CH2:8][C:7]2[CH:38]=[CH:39][C:40]([O:41][CH3:42])=[C:5]([Cl:4])[CH:6]=2)[C:10](=[O:37])[C:11]=1[CH3:36]. The yield is 0.840.